Task: Regression. Given two drug SMILES strings and cell line genomic features, predict the synergy score measuring deviation from expected non-interaction effect.. Dataset: NCI-60 drug combinations with 297,098 pairs across 59 cell lines (1) Cell line: 786-0. Synergy scores: CSS=17.9, Synergy_ZIP=3.94, Synergy_Bliss=4.88, Synergy_Loewe=-28.3, Synergy_HSA=-2.47. Drug 2: B(C(CC(C)C)NC(=O)C(CC1=CC=CC=C1)NC(=O)C2=NC=CN=C2)(O)O. Drug 1: C1=NNC2=C1C(=O)NC=N2. (2) Drug 1: CC12CCC3C(C1CCC2O)C(CC4=C3C=CC(=C4)O)CCCCCCCCCS(=O)CCCC(C(F)(F)F)(F)F. Drug 2: C1=NC(=NC(=O)N1C2C(C(C(O2)CO)O)O)N. Cell line: SK-OV-3. Synergy scores: CSS=-1.44, Synergy_ZIP=1.98, Synergy_Bliss=-7.84, Synergy_Loewe=-8.19, Synergy_HSA=-8.27. (3) Drug 1: CC12CCC3C(C1CCC2O)C(CC4=C3C=CC(=C4)O)CCCCCCCCCS(=O)CCCC(C(F)(F)F)(F)F. Drug 2: COCCOC1=C(C=C2C(=C1)C(=NC=N2)NC3=CC=CC(=C3)C#C)OCCOC.Cl. Cell line: A498. Synergy scores: CSS=9.17, Synergy_ZIP=0.812, Synergy_Bliss=2.09, Synergy_Loewe=-8.52, Synergy_HSA=-1.54. (4) Drug 1: C1C(C(OC1N2C=NC3=C2NC=NCC3O)CO)O. Drug 2: CCC1(C2=C(COC1=O)C(=O)N3CC4=CC5=C(C=CC(=C5CN(C)C)O)N=C4C3=C2)O.Cl. Cell line: NCI-H522. Synergy scores: CSS=34.7, Synergy_ZIP=-4.89, Synergy_Bliss=-3.48, Synergy_Loewe=-29.5, Synergy_HSA=-3.58. (5) Drug 1: C1CCC(CC1)NC(=O)N(CCCl)N=O. Drug 2: CS(=O)(=O)OCCCCOS(=O)(=O)C. Cell line: SK-MEL-5. Synergy scores: CSS=20.3, Synergy_ZIP=-1.29, Synergy_Bliss=9.73, Synergy_Loewe=1.26, Synergy_HSA=5.25. (6) Drug 1: C1CC(=O)NC(=O)C1N2CC3=C(C2=O)C=CC=C3N. Drug 2: C1=CC(=CC=C1CCCC(=O)O)N(CCCl)CCCl. Synergy scores: CSS=22.5, Synergy_ZIP=-2.63, Synergy_Bliss=-1.95, Synergy_Loewe=-3.16, Synergy_HSA=-0.581. Cell line: T-47D. (7) Drug 1: CNC(=O)C1=CC=CC=C1SC2=CC3=C(C=C2)C(=NN3)C=CC4=CC=CC=N4. Drug 2: CCC1(C2=C(COC1=O)C(=O)N3CC4=CC5=C(C=CC(=C5CN(C)C)O)N=C4C3=C2)O.Cl. Synergy scores: CSS=33.5, Synergy_ZIP=-6.23, Synergy_Bliss=2.54, Synergy_Loewe=-9.37, Synergy_HSA=0.979. Cell line: HCT-15.